From a dataset of Forward reaction prediction with 1.9M reactions from USPTO patents (1976-2016). Predict the product of the given reaction. (1) Given the reactants [NH2:1][C:2]1[CH:3]=[C:4]([CH:8]=[C:9](Br)[CH:10]=1)[C:5]([OH:7])=[O:6].[CH3:12][C:13](B(O)O)=[C:14]([CH3:16])[CH3:15].C(=O)([O-])[O-].[K+].[K+].O, predict the reaction product. The product is: [NH2:1][C:2]1[CH:3]=[C:4]([CH:8]=[C:9]([C:13]([CH3:12])=[C:14]([CH3:16])[CH3:15])[CH:10]=1)[C:5]([OH:7])=[O:6]. (2) Given the reactants CO[C:3](=[O:13])[C:4]1[C:9]([I:10])=[CH:8][CH:7]=[CH:6][C:5]=1[CH2:11]Br.[CH2:14]([NH2:21])[C:15]1[CH:20]=[CH:19][CH:18]=[CH:17][CH:16]=1.C([O-])([O-])=O.[K+].[K+].C(OCC)(=O)C, predict the reaction product. The product is: [CH2:14]([N:21]1[CH2:11][C:5]2[C:4](=[C:9]([I:10])[CH:8]=[CH:7][CH:6]=2)[C:3]1=[O:13])[C:15]1[CH:20]=[CH:19][CH:18]=[CH:17][CH:16]=1. (3) Given the reactants [NH2:1][C:2]1[CH:7]=[C:6]([O:8][C:9]2[C:14]([F:15])=[CH:13][C:12]([NH:16][C:17](=[O:24])[CH2:18][C:19]([O:21]CC)=[O:20])=[C:11]([F:25])[CH:10]=2)[CH:5]=[CH:4][N:3]=1.FC1C=C(NC(=O)CC(NC2C=CC(F)=CC=2)=O)C=CC=1OC1C=CN=C(NCCN2CCOCC2)C=1, predict the reaction product. The product is: [NH2:1][C:2]1[CH:7]=[C:6]([O:8][C:9]2[C:14]([F:15])=[CH:13][C:12]([NH:16][C:17](=[O:24])[CH2:18][C:19]([OH:21])=[O:20])=[C:11]([F:25])[CH:10]=2)[CH:5]=[CH:4][N:3]=1. (4) Given the reactants [C:1]([O:4][CH2:5][C@@H:6]1[C@@H:11]([O:12][CH2:13][C:14]2[CH:19]=[CH:18][CH:17]=[CH:16][CH:15]=2)[C@H:10]([CH:20]=C)[C@H:9]([O:22][CH2:23][C:24]2[CH:29]=[CH:28][CH:27]=[CH:26][CH:25]=2)[C@@H:8]([O:30][CH3:31])[O:7]1)(=[O:3])[CH3:2].C[OH:33].C1(P(C2C=CC=CC=2)C2C=CC=CC=2)C=CC=CC=1, predict the reaction product. The product is: [C:1]([O:4][CH2:5][C@@H:6]1[C@@H:11]([O:12][CH2:13][C:14]2[CH:19]=[CH:18][CH:17]=[CH:16][CH:15]=2)[C@H:10]([CH:20]=[O:33])[C@H:9]([O:22][CH2:23][C:24]2[CH:25]=[CH:26][CH:27]=[CH:28][CH:29]=2)[C@@H:8]([O:30][CH3:31])[O:7]1)(=[O:3])[CH3:2]. (5) Given the reactants [CH:1]1[N:5]=[CH:4][N:3]2[CH:6]([C:9]3[CH:16]=[CH:15][C:12]([C:13]#[N:14])=[CH:11][C:10]=3/[CH:17]=[CH:18]/[CH3:19])[CH2:7][CH2:8][C:2]=12.C1COCC1, predict the reaction product. The product is: [CH:1]1[N:5]=[CH:4][N:3]2[CH:6]([C:9]3[CH:16]=[CH:15][C:12]([C:13]#[N:14])=[CH:11][C:10]=3[CH2:17][CH2:18][CH3:19])[CH2:7][CH2:8][C:2]=12. (6) Given the reactants Br[C:2]1[S:3][CH:4]=[C:5]([C:7]2[CH:12]=[CH:11][C:10]([NH:13][S:14]([C:17]([F:20])([F:19])[F:18])(=[O:16])=[O:15])=[CH:9][C:8]=2[Cl:21])[N:6]=1.[CH2:22]([O:29][C:30]1[CH:31]=[C:32](B(O)O)[CH:33]=[CH:34][C:35]=1[C:36]([F:39])([F:38])[F:37])[C:23]1[CH:28]=[CH:27][CH:26]=[CH:25][CH:24]=1.C(=O)([O-])[O-].[K+].[K+].CN(C)C=O, predict the reaction product. The product is: [CH2:22]([O:29][C:30]1[CH:31]=[C:32]([C:2]2[S:3][CH:4]=[C:5]([C:7]3[CH:12]=[CH:11][C:10]([NH:13][S:14]([C:17]([F:20])([F:19])[F:18])(=[O:16])=[O:15])=[CH:9][C:8]=3[Cl:21])[N:6]=2)[CH:33]=[CH:34][C:35]=1[C:36]([F:37])([F:38])[F:39])[C:23]1[CH:24]=[CH:25][CH:26]=[CH:27][CH:28]=1. (7) Given the reactants [CH2:1]([O:3][C:4](=[O:34])[CH:5]([NH:11][C:12]([C:14]1[N:18]2[CH:19]=[CH:20][CH:21]=[C:22]([O:23][CH2:24][C:25]3[C:30]([F:31])=[CH:29][CH:28]=[CH:27][C:26]=3[F:32])[C:17]2=[N:16][C:15]=1[CH3:33])=[O:13])[C:6]([O:8][CH2:9][CH3:10])=[O:7])[CH3:2].[O-]CC.[Na+].C(O)C.I[CH2:43][CH2:44][CH2:45][CH3:46].[O-]CC.[Na+].C(O)(=O)CC(CC(O)=O)(C(O)=O)O.C(=O)([O-])O.[Na+], predict the reaction product. The product is: [CH2:43]([C:5]([NH:11][C:12]([C:14]1[N:18]2[CH:19]=[CH:20][CH:21]=[C:22]([O:23][CH2:24][C:25]3[C:30]([F:31])=[CH:29][CH:28]=[CH:27][C:26]=3[F:32])[C:17]2=[N:16][C:15]=1[CH3:33])=[O:13])([C:4]([O:3][CH2:1][CH3:2])=[O:34])[C:6]([O:8][CH2:9][CH3:10])=[O:7])[CH2:44][CH2:45][CH3:46]. (8) Given the reactants [NH:1]1[C:9]2[C:4](=[CH:5][CH:6]=[CH:7][CH:8]=2)[C:3]2([CH2:13][O:12][C:11]3[CH:14]=[C:15]4[C:19](=[CH:20][C:10]2=3)[CH2:18][CH2:17][O:16]4)[C:2]1=[O:21].CC1C2C=C3C4(C5C(=CC=CC=5)NC4=O)COC3=CC=2ON=1.CC1C=CC(S(O[CH2:55][CH2:56][N:57]2[CH2:61][CH2:60][O:59][C:58]2=[O:62])(=O)=O)=CC=1.BrCC1OC(C(F)(F)F)=CC=1, predict the reaction product. The product is: [O:62]=[C:58]1[N:57]([CH2:56][CH2:55][N:1]2[C:9]3[C:4](=[CH:5][CH:6]=[CH:7][CH:8]=3)[C:3]3([CH2:13][O:12][C:11]4[CH:14]=[C:15]5[C:19](=[CH:20][C:10]3=4)[CH2:18][CH2:17][O:16]5)[C:2]2=[O:21])[CH2:61][CH2:60][O:59]1. (9) Given the reactants [C:1]1([C@@H:7]2[CH2:9][C@H:8]2[NH2:10])[CH:6]=[CH:5][CH:4]=[CH:3][CH:2]=1.[CH:11]([CH:13]1[CH2:18][CH2:17][N:16]([CH2:19][CH2:20][CH2:21][C:22]2[CH:32]=[CH:31][C:25]([C:26]([O:28][CH2:29][CH3:30])=[O:27])=[CH:24][CH:23]=2)[CH2:15][CH2:14]1)=O.[C:33]([BH3-])#[N:34].[Na+], predict the reaction product. The product is: [C:33]([CH:11]([NH:10][C@@H:8]1[CH2:9][C@H:7]1[C:1]1[CH:6]=[CH:5][CH:4]=[CH:3][CH:2]=1)[CH:13]1[CH2:18][CH2:17][N:16]([CH2:19][CH2:20][CH2:21][C:22]2[CH:32]=[CH:31][C:25]([C:26]([O:28][CH2:29][CH3:30])=[O:27])=[CH:24][CH:23]=2)[CH2:15][CH2:14]1)#[N:34]. (10) Given the reactants [C:1]([C:4]1[CH:5]=[C:6]([CH:21]=[CH:22][CH:23]=1)[O:7][CH:8]1[CH2:13][CH2:12][N:11](C(OC(C)(C)C)=O)[CH2:10][CH2:9]1)(=[O:3])[CH3:2].C(OC(=O)C)C.[ClH:30], predict the reaction product. The product is: [ClH:30].[NH:11]1[CH2:10][CH2:9][CH:8]([O:7][C:6]2[CH:5]=[C:4]([C:1](=[O:3])[CH3:2])[CH:23]=[CH:22][CH:21]=2)[CH2:13][CH2:12]1.